This data is from Full USPTO retrosynthesis dataset with 1.9M reactions from patents (1976-2016). The task is: Predict the reactants needed to synthesize the given product. The reactants are: [C:1]([C:3]([C:27]1[CH:31]=[C:30](Br)[S:29][C:28]=1[Br:33])([CH:24]([CH3:26])[CH3:25])[CH2:4][CH2:5][CH2:6][N:7]1[CH2:12][CH2:11][N:10]([CH2:13][CH2:14][O:15][C:16]2[CH:21]=[CH:20][CH:19]=[C:18]([C:22]#[N:23])[CH:17]=2)[CH2:9][CH2:8]1)#[N:2].[CH3:34][N:35](C)C=O.O.N. Given the product [C:1]([C:3]([C:27]1[CH:31]=[C:30]([C:34]#[N:35])[S:29][C:28]=1[Br:33])([CH:24]([CH3:26])[CH3:25])[CH2:4][CH2:5][CH2:6][N:7]1[CH2:8][CH2:9][N:10]([CH2:13][CH2:14][O:15][C:16]2[CH:21]=[CH:20][CH:19]=[C:18]([C:22]#[N:23])[CH:17]=2)[CH2:11][CH2:12]1)#[N:2], predict the reactants needed to synthesize it.